Dataset: Full USPTO retrosynthesis dataset with 1.9M reactions from patents (1976-2016). Task: Predict the reactants needed to synthesize the given product. (1) Given the product [N:3]1([CH:8]([CH2:17][CH2:18][CH2:19][CH2:20][CH2:21][CH2:22][CH2:23][CH2:24][CH2:25][CH2:26][CH2:27][CH3:28])[CH2:9][CH2:10][CH2:11][CH2:12][C:13]([OH:15])=[O:14])[CH:7]=[CH:6][N:5]=[CH:4]1, predict the reactants needed to synthesize it. The reactants are: [OH-].[Na+].[N:3]1([CH:8]([CH2:17][CH2:18][CH2:19][CH2:20][CH2:21][CH2:22][CH2:23][CH2:24][CH2:25][CH2:26][CH2:27][CH3:28])[CH2:9][CH2:10][CH2:11][CH2:12][C:13]([O:15]C)=[O:14])[CH:7]=[CH:6][N:5]=[CH:4]1. (2) Given the product [Cl:1][C:2]1[C:3]([N:17]2[CH2:18][CH2:19][CH:20]([C:23]([NH:56][S:53]([C:51]3[S:52][C:48]([Cl:47])=[CH:49][CH:50]=3)(=[O:55])=[O:54])=[O:25])[CH2:21][CH2:22]2)=[N:4][CH:5]=[C:6]([C:10]2[O:11][C:12]([CH2:15][CH3:16])=[CH:13][N:14]=2)[C:7]=1[NH:8][CH3:9], predict the reactants needed to synthesize it. The reactants are: [Cl:1][C:2]1[C:3]([N:17]2[CH2:22][CH2:21][CH:20]([C:23]([OH:25])=O)[CH2:19][CH2:18]2)=[N:4][CH:5]=[C:6]([C:10]2[O:11][C:12]([CH2:15][CH3:16])=[CH:13][N:14]=2)[C:7]=1[NH:8][CH3:9].CCN=C=NCCCN(C)C.C1C=CC2N(O)N=NC=2C=1.[Cl:47][C:48]1[S:52][C:51]([S:53]([NH2:56])(=[O:55])=[O:54])=[CH:50][CH:49]=1.